This data is from Reaction yield outcomes from USPTO patents with 853,638 reactions. The task is: Predict the reaction yield, written as a fraction of the theoretical maximum amount of product (1.0 means a 100% yield; for example, 0.34 means a 34% yield). (1) The reactants are [F:1][C:2]1[C:3]([NH:16][C:17]2[CH:22]=[CH:21][C:20]([I:23])=[CH:19][C:18]=2[F:24])=[C:4]([C:9]([N:11]2[CH2:14][CH:13]([OH:15])[CH2:12]2)=[O:10])[CH:5]=[CH:6][C:7]=1[F:8].CC(OI1(OC(C)=O)(OC(C)=O)OC(=O)C2C=CC=CC1=2)=O.C(OCC)(=O)C. The catalyst is ClCCl. The product is [F:1][C:2]1[C:3]([NH:16][C:17]2[CH:22]=[CH:21][C:20]([I:23])=[CH:19][C:18]=2[F:24])=[C:4]([C:9]([N:11]2[CH2:12][C:13](=[O:15])[CH2:14]2)=[O:10])[CH:5]=[CH:6][C:7]=1[F:8]. The yield is 0.930. (2) The reactants are [C:1]([O:5][C:6]([N:8]1[CH2:16][C:15]2[C:10](=[C:11]([OH:18])[CH:12]=[CH:13][C:14]=2Br)[CH2:9]1)=[O:7])([CH3:4])([CH3:3])[CH3:2].C(#N)CC.C1(C)C=CC=CC=1P(C1C=CC=CC=1C)C1C=CC=CC=1C.C(NC(C)C)(C)C.[C:52]([O:56][CH3:57])(=[O:55])[CH:53]=[CH2:54]. The catalyst is C([O-])(=O)C.[Pd+2].C([O-])(=O)C.CCOCC. The product is [C:1]([O:5][C:6]([N:8]1[CH2:9][C:10]2[C:15](=[C:14]([CH:54]=[CH:53][C:52]([O:56][CH3:57])=[O:55])[CH:13]=[CH:12][C:11]=2[OH:18])[CH2:16]1)=[O:7])([CH3:4])([CH3:3])[CH3:2]. The yield is 0.550. (3) The product is [F:26][C:25]1[CH:24]=[CH:23][C:10]([CH2:11][C:12]2[C:21]3[C:16](=[CH:17][CH:18]=[CH:19][CH:20]=3)[C:15](=[O:22])[NH:14][N:13]=2)=[CH:9][C:8]=1[C:6]([N:4]1[CH2:3][CH:2]([NH:1][C:27]2([C:33]([F:35])([F:34])[F:32])[CH2:30][CH2:29][CH2:28]2)[CH2:5]1)=[O:7]. The reactants are [NH2:1][CH:2]1[CH2:5][N:4]([C:6]([C:8]2[CH:9]=[C:10]([CH:23]=[CH:24][C:25]=2[F:26])[CH2:11][C:12]2[C:21]3[C:16](=[CH:17][CH:18]=[CH:19][CH:20]=3)[C:15](=[O:22])[NH:14][N:13]=2)=[O:7])[CH2:3]1.[C:27]1(=O)[CH2:30][CH2:29][CH2:28]1.[F:32][C:33]([Si](C)(C)C)([F:35])[F:34]. No catalyst specified. The yield is 0.630. (4) The reactants are Br[C:2]1[CH:3]=[C:4]([CH2:9][CH2:10][C:11]2[NH:12][CH:13]=[C:14]([CH2:18][C:19]3[CH:20]=[N:21][C:22]([O:25][CH3:26])=[N:23][CH:24]=3)[C:15](=[O:17])[N:16]=2)[CH:5]=[CH:6][C:7]=1[F:8].[Cu][C:28]#[N:29]. The catalyst is CN1C(=O)CCC1. The product is [F:8][C:7]1[CH:6]=[CH:5][C:4]([CH2:9][CH2:10][C:11]2[NH:12][CH:13]=[C:14]([CH2:18][C:19]3[CH:20]=[N:21][C:22]([O:25][CH3:26])=[N:23][CH:24]=3)[C:15](=[O:17])[N:16]=2)=[CH:3][C:2]=1[C:28]#[N:29]. The yield is 0.306. (5) The reactants are [NH2:1][C:2]1[CH:3]=[C:4]([CH:15]=[CH:16][C:17]=1[OH:18])[C:5]([NH:7][CH:8]([CH2:12][CH2:13][CH3:14])[CH2:9][CH2:10][CH3:11])=[O:6].CO[C:21](OC)(OC)[CH2:22][Cl:23]. No catalyst specified. The product is [CH2:9]([CH:8]([NH:7][C:5]([C:4]1[CH:15]=[CH:16][C:17]2[O:18][C:21]([CH2:22][Cl:23])=[N:1][C:2]=2[CH:3]=1)=[O:6])[CH2:12][CH2:13][CH3:14])[CH2:10][CH3:11]. The yield is 0.650. (6) The reactants are C([N-]C(C)C)(C)C.[Li+].[C:9]([O:13][C:14]([N:16]1[CH2:21][CH2:20][CH:19]([C:22]([OH:24])=[O:23])[CH2:18][CH2:17]1)=[O:15])([CH3:12])([CH3:11])[CH3:10].[F:25][C:26]1[CH:33]=[CH:32][CH:31]=[CH:30][C:27]=1[CH2:28]Br. The catalyst is O1CCCC1. The product is [C:9]([O:13][C:14]([N:16]1[CH2:21][CH2:20][C:19]([CH2:28][C:27]2[CH:30]=[CH:31][CH:32]=[CH:33][C:26]=2[F:25])([C:22]([OH:24])=[O:23])[CH2:18][CH2:17]1)=[O:15])([CH3:12])([CH3:10])[CH3:11]. The yield is 0.220. (7) The reactants are C[O-].[Na+].[CH2:4]([O:11][C:12]1[CH:13]=[C:14]2[C:19](=[CH:20][CH:21]=1)[C:18](=[O:22])[C:17](Br)([Br:23])[CH2:16][CH2:15]2)[C:5]1[CH:10]=[CH:9][CH:8]=[CH:7][CH:6]=1.Cl.O. The catalyst is CO. The product is [CH2:4]([O:11][C:12]1[CH:13]=[C:14]2[C:19](=[CH:20][CH:21]=1)[C:18]([OH:22])=[C:17]([Br:23])[CH:16]=[CH:15]2)[C:5]1[CH:6]=[CH:7][CH:8]=[CH:9][CH:10]=1. The yield is 0.920.